From a dataset of Full USPTO retrosynthesis dataset with 1.9M reactions from patents (1976-2016). Predict the reactants needed to synthesize the given product. Given the product [F:32][C:33]1[CH:40]=[C:39]([F:41])[CH:38]=[CH:37][C:34]=1[CH2:35][NH:36][C:18]([C:7]1[C:8](=[O:17])[C:9]([O:15][CH3:16])=[C:10]([C:11]([O:13][CH3:14])=[O:12])[N:5]([CH2:4][CH:3]([O:2][CH3:1])[O:21][CH3:22])[CH:6]=1)=[O:20], predict the reactants needed to synthesize it. The reactants are: [CH3:1][O:2][CH:3]([O:21][CH3:22])[CH2:4][N:5]1[C:10]([C:11]([O:13][CH3:14])=[O:12])=[C:9]([O:15][CH3:16])[C:8](=[O:17])[C:7]([C:18]([OH:20])=O)=[CH:6]1.C(N(CC)C(C)C)(C)C.[F:32][C:33]1[CH:40]=[C:39]([F:41])[CH:38]=[CH:37][C:34]=1[CH2:35][NH2:36].CN(C(ON1N=NC2C=CC=NC1=2)=[N+](C)C)C.F[P-](F)(F)(F)(F)F.